This data is from Experimentally validated miRNA-target interactions with 360,000+ pairs, plus equal number of negative samples. The task is: Binary Classification. Given a miRNA mature sequence and a target amino acid sequence, predict their likelihood of interaction. (1) The miRNA is hsa-miR-6503-5p with sequence AGGUCUGCAUUCAAAUCCCCAGA. The protein sequence of the target gene is MACRGGAGNGHRASATLSRVSPGSLYTCRTRTHNICMVSDFFYPNMGGVESHIYQLSQCLIERGHKVIIVTHAYGNRKGIRYLTSGLKVYYLPLKVMYNQSTATTLFHSLPLLRYIFVRERVTIIHSHSSFSAMAHDALFHAKTMGLQTVFTDHSLFGFADVSSVLTNKLLTVSLCDTNHIICVSYTSKENTVLRAALNPEIVSVIPNAVDPTDFTPDPFRRHDSITIVVVSRLVYRKGIDLLSGIIPELCQKYPDLNFIIGGEGPKRIILEEVRERYQLHDRVRLLGALEHKDVRNVLV.... Result: 0 (no interaction). (2) The miRNA is hsa-miR-29c-3p with sequence UAGCACCAUUUGAAAUCGGUUA. The protein sequence of the target gene is MAHYITFLCMVLVLLLQNSVLAEDGEVRSSCRTAPTDLVFILDGSYSVGPENFEIVKKWLVNITKNFDIGPKFIQVGVVQYSDYPVLEIPLGSYDSGEHLTAAVESILYLGGNTKTGKAIQFALDYLFAKSSRFLTKIAVVLTDGKSQDDVKDAAQAARDSKITLFAIGVGSETEDAELRAIANKPSSTYVFYVEDYIAISKIREVMKQKLCEESVCPTRIPVAARDERGFDILLGLDVNKKVKKRIQLSPKKIKGYEVTSKVDLSELTSNVFPEGLPPSYVFVSTQRFKVKKIWDLWRI.... Result: 1 (interaction). (3) Result: 1 (interaction). The miRNA is hsa-miR-548j-3p with sequence CAAAAACUGCAUUACUUUUGC. The protein sequence of the target gene is MEDPQSKEPAGEAVALALLESPRPEGGEEPPRPSPEETQQCKFDGQETKGSKFITSSASDFSDPVYKEIAITNGCINRMSKEELRAKLSEFKLETRGVKDVLKKRLKNYYKKQKLMLKESNFADSYYDYICIIDFEATCEEGNPPEFVHEIIEFPVVLLNTHTLEIEDTFQQYVRPEINTQLSDFCISLTGITQDQVDRADTFPQVLKKVIDWMKLKELGTKYKYSLLTDGSWDMSKFLNIQCQLSRLKYPPFAKKWINIRKSYGNFYKVPRSQTKLTIMLEKLGMDYDGRPHCGLDDSK.... (4) The miRNA is mmu-miR-10a-5p with sequence UACCCUGUAGAUCCGAAUUUGUG. The protein sequence of the target gene is MHRLLAWDAACLPPPPAAFRPMEVANFYYEPDCLAYGAKAARAAPRAPAAEPAIGEHERAIDFSPYLEPLAPAADFAAPAPAHHDFLSDLFADDYGAKPSKKPADYGYVSLGRAGAKAAPPACFPPPPPAALKAEPGFEPADCKRADDAPAMAAGFPFALRAYLGYQATPSGSSGSLSTSSSSSPPGTPSPADAKAAPAACFAGPPAAPAKAKAKKTVDKLSDEYKMRRERNNIAVRKSRDKAKMRNLETQHKVLELTAENERLQKKVEQLSRELSTLRNLFKQLPEPLLASAGHC. Result: 0 (no interaction). (5) The miRNA is mmu-miR-324-5p with sequence CGCAUCCCCUAGGGCAUUGGUGU. The protein sequence of the target gene is MAMDEYLWMVILGFIIAFILAFSVGANDVANSFGTAVGSGVVTLRQACILASIFETTGSVLLGAKVGETIRKGIIDVNLYNETVETLMAGEVSAMVGSAVWQLIASFLRLPISGTHCIVGSTIGFSLVAIGTKGVQWMELVKIVASWFISPLLSGFMSGLLFVLIRIFILKKEDPVPNGLRALPVFYAATIAINVFSIMYTGAPVLGLVLPMWAIALISFGVALLFAFFVWLFVCPWMRRKITGKLQKEGALSRVSDESLSKVQEAESPVFKELPGAKANDDSTIPLTGAAGETLGTSEG.... Result: 0 (no interaction).